This data is from Reaction yield outcomes from USPTO patents with 853,638 reactions. The task is: Predict the reaction yield, written as a fraction of the theoretical maximum amount of product (1.0 means a 100% yield; for example, 0.34 means a 34% yield). The reactants are C1(P(C2C=CC=CC=2)C2C=CC=CC=2)C=CC=CC=1.[CH2:20]([C:28]1[CH:33]=[CH:32][C:31]([C:34]2[CH:39]=[CH:38][C:37]([C:40](O)=[O:41])=[CH:36][CH:35]=2)=[CH:30][CH:29]=1)[CH2:21][CH2:22][CH2:23][CH2:24][CH2:25][CH2:26][CH3:27].[CH2:43]([NH2:50])[C:44]1[CH:49]=[CH:48][CH:47]=[CH:46][CH:45]=1.CN1CCOCC1.C(O)C(N)(CO)CO. The catalyst is C(Cl)Cl.C(Cl)(Cl)(Cl)Cl. The product is [CH2:43]([NH:50][C:40]([C:37]1[CH:36]=[CH:35][C:34]([C:31]2[CH:32]=[CH:33][C:28]([CH2:20][CH2:21][CH2:22][CH2:23][CH2:24][CH2:25][CH2:26][CH3:27])=[CH:29][CH:30]=2)=[CH:39][CH:38]=1)=[O:41])[C:44]1[CH:49]=[CH:48][CH:47]=[CH:46][CH:45]=1. The yield is 1.00.